From a dataset of Reaction yield outcomes from USPTO patents with 853,638 reactions. Predict the reaction yield, written as a fraction of the theoretical maximum amount of product (1.0 means a 100% yield; for example, 0.34 means a 34% yield). (1) The reactants are [NH2:1][C:2]1[CH:7]=[CH:6][C:5](B2OC(C)(C)C(C)(C)O2)=[CH:4][C:3]=1[Cl:17].Br[C:19]1[CH:20]=[N:21][CH:22]=[N:23][CH:24]=1.C(=O)([O-])[O-].[Na+].[Na+]. The catalyst is C1(P(C2C=CC=CC=2)[C-]2C=CC=C2)C=CC=CC=1.[C-]1(P(C2C=CC=CC=2)C2C=CC=CC=2)C=CC=C1.[Fe+2].COCCOC. The product is [Cl:17][C:3]1[CH:4]=[C:5]([C:19]2[CH:20]=[N:21][CH:22]=[N:23][CH:24]=2)[CH:6]=[CH:7][C:2]=1[NH2:1]. The yield is 0.840. (2) The reactants are [CH2:1]([O:19][C@H:20]1[C@H:24]([O:25][CH2:26][CH2:27][CH2:28][CH2:29][CH2:30][CH2:31][CH2:32][CH2:33]/[CH:34]=[CH:35]\[CH2:36]/[CH:37]=[CH:38]\[CH2:39][CH2:40][CH2:41][CH2:42][CH3:43])[CH2:23][NH:22][CH2:21]1)[CH2:2][CH2:3][CH2:4][CH2:5][CH2:6][CH2:7][CH2:8]/[CH:9]=[CH:10]\[CH2:11]/[CH:12]=[CH:13]\[CH2:14][CH2:15][CH2:16][CH2:17][CH3:18].[CH2:44]1[O:46][CH:45]1[CH2:47][OH:48]. The catalyst is C(O)CC. The product is [CH2:1]([O:19][C@H:20]1[C@H:24]([O:25][CH2:26][CH2:27][CH2:28][CH2:29][CH2:30][CH2:31][CH2:32][CH2:33]/[CH:34]=[CH:35]\[CH2:36]/[CH:37]=[CH:38]\[CH2:39][CH2:40][CH2:41][CH2:42][CH3:43])[CH2:23][N:22]([CH2:44][CH:45]([OH:46])[CH2:47][OH:48])[CH2:21]1)[CH2:2][CH2:3][CH2:4][CH2:5][CH2:6][CH2:7][CH2:8]/[CH:9]=[CH:10]\[CH2:11]/[CH:12]=[CH:13]\[CH2:14][CH2:15][CH2:16][CH2:17][CH3:18]. The yield is 0.271.